This data is from Full USPTO retrosynthesis dataset with 1.9M reactions from patents (1976-2016). The task is: Predict the reactants needed to synthesize the given product. (1) Given the product [CH2:27]([C:31]1[N:35]2[CH:36]=[C:37]([NH:40][C:17](=[O:18])[CH:16]([N:11]3[CH:12]=[C:13]([O:14][CH3:15])[C:8]([C:6]4[CH:7]=[C:2]([Cl:1])[CH:3]=[CH:4][C:5]=4[C:25]#[N:26])=[CH:9][C:10]3=[O:24])[CH2:20][CH2:21][O:22][CH3:23])[CH:38]=[CH:39][C:34]2=[N:33][N:32]=1)[CH2:28][CH2:29][CH3:30], predict the reactants needed to synthesize it. The reactants are: [Cl:1][C:2]1[CH:3]=[CH:4][C:5]([C:25]#[N:26])=[C:6]([C:8]2[C:13]([O:14][CH3:15])=[CH:12][N:11]([CH:16]([CH2:20][CH2:21][O:22][CH3:23])[C:17](O)=[O:18])[C:10](=[O:24])[CH:9]=2)[CH:7]=1.[CH2:27]([C:31]1[N:35]2[CH:36]=[C:37]([NH2:40])[CH:38]=[CH:39][C:34]2=[N:33][N:32]=1)[CH2:28][CH2:29][CH3:30].C(N(CC)CC)C.C(P1(=O)OP(CCC)(=O)OP(CCC)(=O)O1)CC. (2) Given the product [CH3:37][N:9]([CH3:8])[CH2:10][CH2:11][CH2:12][CH:13]1[CH:18]2[CH:16]3[CH:17]2[CH2:19][CH:14]1[CH:15]3[C:20]1[NH:28][C:27]2[C:26](=[O:29])[N:25]([CH2:30][CH2:31][CH3:32])[C:24](=[O:33])[N:23]([CH2:34][CH2:35][CH3:36])[C:22]=2[N:21]=1, predict the reactants needed to synthesize it. The reactants are: FC(F)(F)C(O)=O.[CH3:8][N:9]([CH3:37])[CH2:10][CH2:11][CH:12]=[C:13]1[CH:18]2[CH:16]3[CH:17]2[CH2:19][CH:14]1[CH:15]3[C:20]1[NH:28][C:27]2[C:26](=[O:29])[N:25]([CH2:30][CH2:31][CH3:32])[C:24](=[O:33])[N:23]([CH2:34][CH2:35][CH3:36])[C:22]=2[N:21]=1. (3) Given the product [CH2:34]([O:6][CH:5]([C:7]1[C:8]([C:21]2[CH:26]=[CH:25][C:24]([CH3:27])=[CH:23][C:22]=2[OH:28])=[C:9]2[C:16]3[CH2:17][CH2:18][CH2:19][CH2:20][C:15]=3[S:14][C:10]2=[N:11][C:12]=1[CH3:13])[C:4]([OH:3])=[O:32])[CH3:35], predict the reactants needed to synthesize it. The reactants are: C([O:3][C:4](=[O:32])[CH:5]([C:7]1[C:8]([C:21]2[CH:26]=[CH:25][C:24]([CH3:27])=[CH:23][C:22]=2[O:28]CC=C)=[C:9]2[C:16]3[CH2:17][CH2:18][CH2:19][CH2:20][C:15]=3[S:14][C:10]2=[N:11][C:12]=1[CH3:13])[OH:6])C.I[CH2:34][CH3:35]. (4) Given the product [C:13]1([C:19]2[C:23]([C:24]([F:26])([F:27])[F:25])=[C:22]([C:28]3[O:1][N:2]=[C:3]([C:4]4[CH:9]=[CH:8][C:7]([CH:10]=[CH2:11])=[CH:6][CH:5]=4)[N:12]=3)[O:21][N:20]=2)[CH:14]=[CH:15][CH:16]=[CH:17][CH:18]=1, predict the reactants needed to synthesize it. The reactants are: [OH:1]/[N:2]=[C:3](\[NH2:12])/[C:4]1[CH:9]=[CH:8][C:7]([CH:10]=[CH2:11])=[CH:6][CH:5]=1.[C:13]1([C:19]2[C:23]([C:24]([F:27])([F:26])[F:25])=[C:22]([C:28](F)=O)[O:21][N:20]=2)[CH:18]=[CH:17][CH:16]=[CH:15][CH:14]=1.CCN(C(C)C)C(C)C.